This data is from TCR-epitope binding with 47,182 pairs between 192 epitopes and 23,139 TCRs. The task is: Binary Classification. Given a T-cell receptor sequence (or CDR3 region) and an epitope sequence, predict whether binding occurs between them. (1) The epitope is KTWGQYWQV. The TCR CDR3 sequence is CASSATGSTDTQYF. Result: 0 (the TCR does not bind to the epitope). (2) The epitope is MPASWVMRI. The TCR CDR3 sequence is CASSQVIAGSSYNEQFF. Result: 1 (the TCR binds to the epitope). (3) The epitope is IPIQASLPF. The TCR CDR3 sequence is CASSLGGPYGYTF. Result: 0 (the TCR does not bind to the epitope). (4) The epitope is NLNESLIDL. The TCR CDR3 sequence is CASRGEGASYNEQFF. Result: 1 (the TCR binds to the epitope). (5) The epitope is FVDGVPFVV. The TCR CDR3 sequence is CASSPIMDSNYGYTF. Result: 1 (the TCR binds to the epitope). (6) The epitope is RLYYDSMSY. The TCR CDR3 sequence is CAINQGGKNTEAFF. Result: 1 (the TCR binds to the epitope). (7) The epitope is NYSGVVTTVMF. The TCR CDR3 sequence is CASSPEEVALTGELFF. Result: 1 (the TCR binds to the epitope).